From a dataset of Full USPTO retrosynthesis dataset with 1.9M reactions from patents (1976-2016). Predict the reactants needed to synthesize the given product. (1) Given the product [CH2:1]([O:8][C:9](=[O:35])[NH:10][CH2:11][CH:12]1[CH2:17][CH2:16][CH2:15][CH:14]([N:18]2[C:32]3[C:27](=[C:28]([Cl:34])[CH:29]=[N:30][CH:31]=3)[C:22]3=[N:23][O:24][C:25]([CH3:26])=[C:21]3[C:19]2=[O:20])[CH2:13]1)[C:2]1[CH:3]=[CH:4][CH:5]=[CH:6][CH:7]=1, predict the reactants needed to synthesize it. The reactants are: [CH2:1]([O:8][C:9](=[O:35])[NH:10][CH2:11][CH:12]1[CH2:17][CH2:16][CH2:15][CH:14]([NH:18][C:19]([C:21]2[C:22]([C:27]3[C:32](Cl)=[CH:31][N:30]=[CH:29][C:28]=3[Cl:34])=[N:23][O:24][C:25]=2[CH3:26])=[O:20])[CH2:13]1)[C:2]1[CH:7]=[CH:6][CH:5]=[CH:4][CH:3]=1.C[Si]([N-][Si](C)(C)C)(C)C.[K+]. (2) Given the product [C:1]([O:5][C:6]([N:8]1[C:16]2[C:11](=[CH:12][C:13]([O:17][CH2:42][CH2:41][CH2:40][Br:39])=[CH:14][CH:15]=2)[CH:10]=[C:9]1[C:18]1[C:19]2[S:32][CH:31]=[CH:30][C:20]=2[N:21]([C:23]([O:25][C:26]([CH3:29])([CH3:28])[CH3:27])=[O:24])[N:22]=1)=[O:7])([CH3:4])([CH3:2])[CH3:3], predict the reactants needed to synthesize it. The reactants are: [C:1]([O:5][C:6]([N:8]1[C:16]2[C:11](=[CH:12][C:13]([OH:17])=[CH:14][CH:15]=2)[CH:10]=[C:9]1[C:18]1[C:19]2[S:32][CH:31]=[CH:30][C:20]=2[N:21]([C:23]([O:25][C:26]([CH3:29])([CH3:28])[CH3:27])=[O:24])[N:22]=1)=[O:7])([CH3:4])([CH3:3])[CH3:2].C(=O)([O-])[O-].[Cs+].[Cs+].[Br:39][CH2:40][CH2:41][CH2:42]Br. (3) Given the product [C:11]([CH2:2][C:3]1[CH:4]=[C:5]([CH:8]=[CH:9][CH:10]=1)[C:6]#[N:7])#[N:12], predict the reactants needed to synthesize it. The reactants are: Br[CH2:2][C:3]1[CH:4]=[C:5]([CH:8]=[CH:9][CH:10]=1)[C:6]#[N:7].[C-:11]#[N:12].[K+].CCOC(C)=O. (4) The reactants are: [F:1][C:2]([F:30])([F:29])[C@@H:3]([NH:20][C@H:21]([C:26](O)=[O:27])[CH2:22][CH:23]([CH3:25])[CH3:24])[C:4]1[CH:9]=[CH:8][C:7]([C:10]2[CH:15]=[CH:14][C:13]([S:16]([CH3:19])(=[O:18])=[O:17])=[CH:12][CH:11]=2)=[CH:6][CH:5]=1.F[P-](F)(F)(F)(F)F.N1(OC(N(C)C)=[N+](C)C)[C:42]2[N:43]=C[CH:45]=[CH:46][C:41]=2[N:40]=N1.Cl.C1(N)CC1.[NH4+]. Given the product [C:42]([C:41]1([NH:40][C:26](=[O:27])[C@H:21]([CH2:22][CH:23]([CH3:25])[CH3:24])[NH:20][C@@H:3]([C:4]2[CH:9]=[CH:8][C:7]([C:10]3[CH:15]=[CH:14][C:13]([S:16]([CH3:19])(=[O:18])=[O:17])=[CH:12][CH:11]=3)=[CH:6][CH:5]=2)[C:2]([F:1])([F:30])[F:29])[CH2:45][CH2:46]1)#[N:43], predict the reactants needed to synthesize it.